The task is: Predict the product of the given reaction.. This data is from Forward reaction prediction with 1.9M reactions from USPTO patents (1976-2016). Given the reactants [CH2:1]([N:3]([C:29](=O)[C:30]1[CH:35]=[CH:34][C:33]([OH:36])=[CH:32][CH:31]=1)[C:4]1[CH:9]=[C:8]([O:10][CH3:11])[CH:7]=[CH:6][C:5]=1[CH:12]1[CH2:21][CH2:20][C:19]2[CH:18]=[C:17]([O:22]C(=O)C(C)(C)C)[CH:16]=[CH:15][C:14]=2[CH2:13]1)[CH3:2].Cl[CH2:39][C:40]([NH:42][CH2:43][CH2:44][S:45][CH3:46])=O, predict the reaction product. The product is: [CH2:1]([N:3]([CH2:29][C:30]1[CH:31]=[CH:32][C:33]([O:36][CH2:39][CH2:40][NH:42][CH2:43][CH2:44][S:45][CH3:46])=[CH:34][CH:35]=1)[C:4]1[CH:9]=[C:8]([O:10][CH3:11])[CH:7]=[CH:6][C:5]=1[CH:12]1[CH2:21][CH2:20][C:19]2[CH:18]=[C:17]([OH:22])[CH:16]=[CH:15][C:14]=2[CH2:13]1)[CH3:2].